This data is from Full USPTO retrosynthesis dataset with 1.9M reactions from patents (1976-2016). The task is: Predict the reactants needed to synthesize the given product. (1) Given the product [CH3:47][O:48][C:49]([C:51]1[C:59]2[NH:58][C:57]([NH:60][C:11]([C:3]3[N:2]=[CH:1][C:10]4[C:5]([CH:4]=3)=[CH:6][CH:7]=[CH:8][CH:9]=4)=[O:13])=[N:56][C:55]=2[CH:54]=[CH:53][C:52]=1[O:61][CH3:62])=[O:50], predict the reactants needed to synthesize it. The reactants are: [CH:1]1[C:10]2[C:5](=[CH:6][CH:7]=[CH:8][CH:9]=2)[CH:4]=[C:3]([C:11]([OH:13])=O)[N:2]=1.CN(C(ON1N=NC2C=CC=CC1=2)=[N+](C)C)C.F[P-](F)(F)(F)(F)F.CCN(C(C)C)C(C)C.[CH3:47][O:48][C:49]([C:51]1[C:59]2[N:58]=[C:57]([NH2:60])[NH:56][C:55]=2[CH:54]=[CH:53][C:52]=1[O:61][CH3:62])=[O:50]. (2) Given the product [C:1]([O:5][C:6]([NH:8][CH:9]([C:14]1[CH:15]=[CH:16][C:17]([C:59]2[C:58]([O:57][CH3:56])=[CH:63][CH:62]=[CH:61][C:60]=2[O:64][CH3:65])=[CH:18][CH:19]=1)[C:10]([O:12][CH3:13])=[O:11])=[O:7])([CH3:2])([CH3:3])[CH3:4], predict the reactants needed to synthesize it. The reactants are: [C:1]([O:5][C:6]([NH:8][CH:9]([C:14]1[CH:19]=[CH:18][C:17](OS(C2C(C)=CC=CC=2)(=O)=O)=[CH:16][CH:15]=1)[C:10]([O:12][CH3:13])=[O:11])=[O:7])([CH3:4])([CH3:3])[CH3:2].C(=O)([O-])[O-].[Cs+].[Cs+].C1(P(C2CCCCC2)C2CCCCC2)CCCCC1.[CH3:56][O:57][C:58]1[CH:63]=[CH:62][CH:61]=[C:60]([O:64][CH3:65])[C:59]=1B(O)O. (3) Given the product [C:35]([OH:42])(=[O:41])/[CH:36]=[CH:37]/[C:38]([OH:40])=[O:39].[CH2:26]([C:20]1[CH:21]=[CH:22][CH:23]=[C:24]([CH3:25])[C:19]=1[CH2:18][NH:17][C:16]1[CH:15]=[C:14]([O:28][CH2:3][CH2:2][O:8][CH3:9])[N:13]=[C:12]2[N:33]([CH3:34])[C:35]([CH3:36])=[N:10][C:11]=12)[CH3:27], predict the reactants needed to synthesize it. The reactants are: Cl.[C:2]([O:8][CH3:9])(OC)(OC)[CH3:3].[NH2:10][C:11]1[C:12]([NH:33][CH3:34])=[N:13][C:14]([O:28]CCOC)=[CH:15][C:16]=1[NH:17][CH2:18][C:19]1[C:24]([CH3:25])=[CH:23][CH:22]=[CH:21][C:20]=1[CH2:26][CH3:27].[C:35]([OH:42])(=[O:41])/[CH:36]=[CH:37]/[C:38]([OH:40])=[O:39]. (4) Given the product [Cl:12][C:13]1[N:18]=[C:17]([N:2]([CH3:1])[C:3]2[CH:8]=[CH:7][CH:6]=[C:5]([N+:9]([O-:11])=[O:10])[CH:4]=2)[C:16]([Cl:20])=[CH:15][N:14]=1, predict the reactants needed to synthesize it. The reactants are: [CH3:1][NH:2][C:3]1[CH:8]=[CH:7][CH:6]=[C:5]([N+:9]([O-:11])=[O:10])[CH:4]=1.[Cl:12][C:13]1[N:18]=[C:17](Cl)[C:16]([Cl:20])=[CH:15][N:14]=1.CCN(C(C)C)C(C)C.